This data is from Forward reaction prediction with 1.9M reactions from USPTO patents (1976-2016). The task is: Predict the product of the given reaction. (1) Given the reactants F[C:2]1[CH:7]=[CH:6][CH:5]=[CH:4][C:3]=1[CH2:8][C:9](=[O:15])[C:10]([O:12][CH2:13][CH3:14])=[O:11].[F:16]C1C=C(C=CC=1)CBr.[Mg].C(OCC)(=O)C(OCC)=O, predict the reaction product. The product is: [F:16][C:7]1[CH:2]=[C:3]([CH2:8][C:9](=[O:15])[C:10]([O:12][CH2:13][CH3:14])=[O:11])[CH:4]=[CH:5][CH:6]=1. (2) Given the reactants [CH3:1][O:2][N:3]=[C:4]([C:35]1[CH:40]=[CH:39][CH:38]=[CH:37][CH:36]=1)[C:5]1[CH:34]=[CH:33][C:8]2[N:9]([CH2:13][CH2:14][O:15][C:16]3[CH:21]=[CH:20][C:19]([CH2:22][CH:23]4[C:27]5[CH:28]=[CH:29][CH:30]=[CH:31][C:26]=5[O:25][C:24]4=[O:32])=[CH:18][CH:17]=3)[C:10](=[O:12])[S:11][C:7]=2[CH:6]=1.[CH3:41][OH:42], predict the reaction product. The product is: [OH:42][C:41]1[CH:31]=[CH:30][CH:29]=[CH:28][C:27]=1[CH:23]([CH2:22][C:19]1[CH:18]=[CH:17][C:16]([O:15][CH2:14][CH2:13][N:9]2[C:8]3[CH:33]=[CH:34][C:5]([C:4](=[N:3][O:2][CH3:1])[C:35]4[CH:40]=[CH:39][CH:38]=[CH:37][CH:36]=4)=[CH:6][C:7]=3[S:11][C:10]2=[O:12])=[CH:21][CH:20]=1)[C:24]([O:25][CH3:26])=[O:32]. (3) The product is: [CH3:1][CH:2]1[C:11]2[C:6](=[CH:7][CH:8]=[CH:9][CH:10]=2)[CH2:5][CH2:4][NH:3]1. Given the reactants [CH3:1][C:2]1[C:11]2[C:6](=[CH:7][CH:8]=[CH:9][CH:10]=2)[CH2:5][CH2:4][N:3]=1.C(O[BH-](OC(=O)C)OC(=O)C)(=O)C.[Na+], predict the reaction product. (4) The product is: [CH3:1][O:2][C:3]1[CH:7]=[CH:6][S:5][C:4]=1[CH:17]=[O:18]. Given the reactants [CH3:1][O:2][C:3]1[CH:7]=[CH:6][S:5][CH:4]=1.P(Cl)(Cl)(Cl)=O.[OH-].[Na+].CN(C)[CH:17]=[O:18], predict the reaction product. (5) Given the reactants [I:1][C:2]1[C:7]([OH:8])=[CH:6][CH:5]=[C:4]([CH3:9])[N:3]=1.[C:10]([O-])([O-])=O.[K+].[K+].CI, predict the reaction product. The product is: [I:1][C:2]1[C:7]([O:8][CH3:10])=[CH:6][CH:5]=[C:4]([CH3:9])[N:3]=1. (6) Given the reactants [CH3:1][O:2][C:3]1[CH:4]=[C:5]([C:13]2[CH:18]=[CH:17][C:16]([OH:19])=[CH:15][CH:14]=2)[CH:6]=[CH:7][C:8]=1[CH:9]([CH3:12])[C:10]#[CH:11].ClS([N:24]=[C:25]=[O:26])(=O)=O, predict the reaction product. The product is: [CH3:1][O:2][C:3]1[CH:4]=[C:5]([C:13]2[CH:14]=[CH:15][C:16]([O:19][C:25](=[O:26])[NH2:24])=[CH:17][CH:18]=2)[CH:6]=[CH:7][C:8]=1[CH:9]([CH3:12])[C:10]#[CH:11]. (7) Given the reactants COC(C1C2C(=CC=CC=2)C=C(Br)C=1)=O.[C:16]([C:18]1[CH:19]=[C:20]([C:28]([O:30]C)=[O:29])[C:21]2[C:26]([CH:27]=1)=[CH:25][CH:24]=[CH:23][CH:22]=2)#[N:17], predict the reaction product. The product is: [C:16]([C:18]1[CH:19]=[C:20]([C:28]([OH:30])=[O:29])[C:21]2[C:26]([CH:27]=1)=[CH:25][CH:24]=[CH:23][CH:22]=2)#[N:17]. (8) The product is: [CH3:19][C:15]1([CH3:20])[CH2:14][CH2:13][C:12]2[C:11]([N:21]3[CH2:26][CH2:25][S:24][CH2:23][CH2:22]3)=[N:10][C:9]3[S:8][C:7]4[C:6](=[N:5][CH:4]=[N:3][C:2]=4[NH:35][CH2:34][CH2:33][N:27]4[CH2:32][CH2:31][O:30][CH2:29][CH2:28]4)[C:18]=3[C:17]=2[CH2:16]1. Given the reactants Cl[C:2]1[C:7]2[S:8][C:9]3[N:10]=[C:11]([N:21]4[CH2:26][CH2:25][S:24][CH2:23][CH2:22]4)[C:12]4[CH2:13][CH2:14][C:15]([CH3:20])([CH3:19])[CH2:16][C:17]=4[C:18]=3[C:6]=2[N:5]=[CH:4][N:3]=1.[N:27]1([CH2:33][CH2:34][NH2:35])[CH2:32][CH2:31][O:30][CH2:29][CH2:28]1, predict the reaction product. (9) Given the reactants [CH:1]([C:4]1[N:5]=[C:6]([C:23]2[CH:28]=[CH:27][C:26]([C:29]([F:32])([F:31])[F:30])=[CH:25][CH:24]=2)[S:7][C:8]=1[CH2:9][NH:10][C:11]1[CH:16]=[CH:15][C:14]([C@@H:17]2[CH2:19][C@H:18]2[C:20](O)=[O:21])=[CH:13][CH:12]=1)([CH3:3])[CH3:2].CN(C(ON1N=[N:48][C:43]2[CH:44]=CC=N[C:42]1=2)=[N+](C)C)C.F[P-](F)(F)(F)(F)F.C(N)(C)C, predict the reaction product. The product is: [CH:43]([NH:48][C:20]([C@@H:18]1[CH2:19][C@H:17]1[C:14]1[CH:15]=[CH:16][C:11]([NH:10][CH2:9][C:8]2[S:7][C:6]([C:23]3[CH:24]=[CH:25][C:26]([C:29]([F:32])([F:30])[F:31])=[CH:27][CH:28]=3)=[N:5][C:4]=2[CH:1]([CH3:2])[CH3:3])=[CH:12][CH:13]=1)=[O:21])([CH3:44])[CH3:42]. (10) Given the reactants [S:1]1[C:5]([C@H:6]([O:25][Si:26]([C:39]([CH3:42])([CH3:41])[CH3:40])([C:33]2[CH:38]=[CH:37][CH:36]=[CH:35][CH:34]=2)[C:27]2[CH:32]=[CH:31][CH:30]=[CH:29][CH:28]=2)/[CH:7]=[CH:8]/[C@H:9]2[C@H:13]([OH:14])[CH2:12][C@H:11]([OH:15])[C@@H:10]2[CH2:16]/[CH:17]=[CH:18]\[CH2:19][CH2:20][CH2:21][C:22]([OH:24])=[O:23])=[CH:4][C:3]2[CH:43]=[CH:44][CH:45]=[CH:46][C:2]1=2.[N+](=[CH2:49])=[N-], predict the reaction product. The product is: [S:1]1[C:5]([C@H:6]([O:25][Si:26]([C:39]([CH3:42])([CH3:41])[CH3:40])([C:33]2[CH:38]=[CH:37][CH:36]=[CH:35][CH:34]=2)[C:27]2[CH:28]=[CH:29][CH:30]=[CH:31][CH:32]=2)/[CH:7]=[CH:8]/[C@H:9]2[C@H:13]([OH:14])[CH2:12][C@H:11]([OH:15])[C@@H:10]2[CH2:16]/[CH:17]=[CH:18]\[CH2:19][CH2:20][CH2:21][C:22]([O:24][CH3:49])=[O:23])=[CH:4][C:3]2[CH:43]=[CH:44][CH:45]=[CH:46][C:2]1=2.